This data is from Peptide-MHC class I binding affinity with 185,985 pairs from IEDB/IMGT. The task is: Regression. Given a peptide amino acid sequence and an MHC pseudo amino acid sequence, predict their binding affinity value. This is MHC class I binding data. (1) The MHC is HLA-A24:02 with pseudo-sequence HLA-A24:02. The peptide sequence is QWFLDLPLPW. The binding affinity (normalized) is 0.561. (2) The peptide sequence is PSYVKYRYLCL. The MHC is Mamu-A02 with pseudo-sequence Mamu-A02. The binding affinity (normalized) is 0.00515. (3) The peptide sequence is RPNRQLGSM. The MHC is HLA-B51:01 with pseudo-sequence HLA-B51:01. The binding affinity (normalized) is 0.0847. (4) The peptide sequence is TTDDSTSYY. The MHC is HLA-A26:01 with pseudo-sequence HLA-A26:01. The binding affinity (normalized) is 0.0847. (5) The peptide sequence is RQFPAAFEF. The MHC is Mamu-B52 with pseudo-sequence Mamu-B52. The binding affinity (normalized) is 0.779.